The task is: Binary Classification. Given a T-cell receptor sequence (or CDR3 region) and an epitope sequence, predict whether binding occurs between them.. This data is from TCR-epitope binding with 47,182 pairs between 192 epitopes and 23,139 TCRs. (1) The epitope is TEKSNIIRGW. The TCR CDR3 sequence is CASSFLGTGGLVDYEQYF. Result: 1 (the TCR binds to the epitope). (2) Result: 1 (the TCR binds to the epitope). The epitope is KLPDDFTGCV. The TCR CDR3 sequence is CASSQTGDPNEKLFF. (3) The epitope is FLNRFTTTL. The TCR CDR3 sequence is CSVVGLAGGRSYNEQFF. Result: 0 (the TCR does not bind to the epitope). (4) The epitope is QECVRGTTVL. The TCR CDR3 sequence is CASSAGTVYEQYF. Result: 1 (the TCR binds to the epitope).